From a dataset of Full USPTO retrosynthesis dataset with 1.9M reactions from patents (1976-2016). Predict the reactants needed to synthesize the given product. (1) Given the product [F:42][C:39]1[CH:40]=[CH:41][C:32]([CH2:31][NH:30][C:20]([C:10]2[N:11]=[C:12]3[N:18]([CH3:19])[CH2:17][CH2:16][N:13]3[C:14](=[O:15])[C:9]=2[O:8][CH2:1][C:2]2[CH:7]=[CH:6][CH:5]=[CH:4][CH:3]=2)=[O:21])=[C:33]([C:34](=[O:35])[NH:36][CH3:37])[CH:38]=1, predict the reactants needed to synthesize it. The reactants are: [CH2:1]([O:8][C:9]1[C:14](=[O:15])[N:13]2[CH2:16][CH2:17][N:18]([CH3:19])[C:12]2=[N:11][C:10]=1[C:20](O)=[O:21])[C:2]1[CH:7]=[CH:6][CH:5]=[CH:4][CH:3]=1.FC(F)(F)C(O)=O.[NH2:30][CH2:31][C:32]1[CH:41]=[CH:40][C:39]([F:42])=[CH:38][C:33]=1[C:34]([NH:36][CH3:37])=[O:35]. (2) Given the product [Cl:1][C:2]1[CH:7]=[CH:6][C:5]2[N:8]([CH2:10][CH2:11][C:12]3[CH:13]=[N:14][C:15]([CH3:18])=[CH:16][CH:17]=3)[C:23]3[CH2:22][CH:21]([CH3:27])[N:20]([CH3:19])[CH2:25][C:24]=3[C:4]=2[CH:3]=1, predict the reactants needed to synthesize it. The reactants are: [Cl:1][C:2]1[CH:7]=[CH:6][C:5]([N:8]([CH2:10][CH2:11][C:12]2[CH:13]=[N:14][C:15]([CH3:18])=[CH:16][CH:17]=2)N)=[CH:4][CH:3]=1.[CH3:19][N:20]1[CH2:25][CH2:24][C:23](=O)[CH2:22][CH:21]1[CH3:27].S(=O)(=O)(O)O.C([O-])(O)=O.[Na+]. (3) Given the product [Br:1][C:2]1[CH:3]=[C:4]([C:9]2[N:13]([CH3:16])[C:12](=[O:14])[O:11][N:10]=2)[CH:5]=[CH:6][C:7]=1[CH3:8], predict the reactants needed to synthesize it. The reactants are: [Br:1][C:2]1[CH:3]=[C:4]([C:9]2[NH:13][C:12](=[O:14])[O:11][N:10]=2)[CH:5]=[CH:6][C:7]=1[CH3:8].Br[C:16]1C=C(C=CC=1C)C(=N)NO.ClC(Cl)(OC(=O)OC(Cl)(Cl)Cl)Cl.C(N(C(C)C)CC)(C)C. (4) The reactants are: [Br:1][C:2]1[CH:12]=[CH:11][C:5]([O:6][CH2:7][C:8]([NH2:10])=[O:9])=[C:4]([C:13]#[N:14])[CH:3]=1.N1CCC[CH2:17][CH2:16]1.[C:21]1([N:27]2[CH2:32][CH2:31][NH:30][CH2:29][CH2:28]2)[CH:26]=[CH:25][CH:24]=[CH:23][CH:22]=1. Given the product [Br:1][C:2]1[CH:12]=[CH:11][C:5]2[O:6][C:7]3[C:8](=[O:9])[NH:10][C:16]([CH2:17][N:30]4[CH2:31][CH2:32][N:27]([C:21]5[CH:26]=[CH:25][CH:24]=[CH:23][CH:22]=5)[CH2:28][CH2:29]4)=[N:14][C:13]=3[C:4]=2[CH:3]=1, predict the reactants needed to synthesize it. (5) The reactants are: [F:1][C:2]1[CH:3]=[CH:4][C:5]([SH:11])=[C:6]([CH:10]=1)[C:7]([OH:9])=[O:8].Cl[C:13]1[C:22]2[C:17](=[CH:18][C:19]([O:25][CH3:26])=[C:20]([O:23][CH3:24])[CH:21]=2)[N:16]=[CH:15][CH:14]=1. Given the product [CH3:24][O:23][C:20]1[CH:21]=[C:22]2[C:17](=[CH:18][C:19]=1[O:25][CH3:26])[N:16]=[CH:15][CH:14]=[C:13]2[S:11][C:5]1[CH:4]=[CH:3][C:2]([F:1])=[CH:10][C:6]=1[C:7]([OH:9])=[O:8], predict the reactants needed to synthesize it. (6) Given the product [CH2:9]([CH:3]([CH2:4][C:14]#[N:15])[C:1]#[N:2])[CH:10]([CH3:12])[CH3:11], predict the reactants needed to synthesize it. The reactants are: [C:1]([CH2:3][C:4](OC)=O)#[N:2].C(=O)[CH2:9][CH:10]([CH3:12])[CH3:11].[C-:14]#[N:15].[Na+]. (7) Given the product [CH2:1]([O:8][CH2:9][CH2:10][N:11]1[CH:15]=[C:14]([CH2:16][CH2:17][O:18][C:26]2[C:31]([Cl:32])=[CH:30][C:29]([C:33]([F:36])([F:34])[F:35])=[CH:28][N:27]=2)[C:13]([O:19][CH:20]([CH3:22])[CH3:21])=[N:12]1)[C:2]1[CH:3]=[CH:4][CH:5]=[CH:6][CH:7]=1, predict the reactants needed to synthesize it. The reactants are: [CH2:1]([O:8][CH2:9][CH2:10][N:11]1[CH:15]=[C:14]([CH2:16][CH2:17][OH:18])[C:13]([O:19][CH:20]([CH3:22])[CH3:21])=[N:12]1)[C:2]1[CH:7]=[CH:6][CH:5]=[CH:4][CH:3]=1.[H-].[Na+].Cl[C:26]1[C:31]([Cl:32])=[CH:30][C:29]([C:33]([F:36])([F:35])[F:34])=[CH:28][N:27]=1.O. (8) Given the product [CH3:13][C:11]1[CH:12]=[C:7]([CH2:6][C:5]([CH3:27])([CH3:28])[C:3]([OH:2])=[O:4])[CH:8]=[C:9]([CH3:26])[C:10]=1[C:14]1[NH:15][C:16]2[CH:22]=[C:21]([C:23]3[O:25][C:67]([C:46]4[CH:47]=[CH:48][CH:49]=[CH:50][C:45]=4[CH3:44])=[N:65][N:29]=3)[CH:20]=[CH:19][C:17]=2[N:18]=1, predict the reactants needed to synthesize it. The reactants are: C[O:2][C:3]([C:5]([CH3:28])([CH3:27])[CH2:6][C:7]1[CH:12]=[C:11]([CH3:13])[C:10]([C:14]2[NH:15][C:16]3[CH:22]=[C:21]([C:23]([OH:25])=O)[CH:20]=[CH:19][C:17]=3[N:18]=2)=[C:9]([CH3:26])[CH:8]=1)=[O:4].[NH2:29]C1C=C(C(O)=O)C=CC=1N.COC(=O)C(C)(C)[CH2:44][C:45]1[CH:50]=[C:49](C)[C:48](C=O)=[C:47](C)[CH:46]=1.OOS([O-])=O.[K+].C[N:65]([CH:67]=O)C. (9) Given the product [N:22]1[CH:23]=[CH:24][CH:25]=[C:20]([C:7]2[CH:6]=[CH:5][C:4]([N:9]3[CH2:13][C@H:12]([C:14]([NH2:16])=[O:15])[O:11][C:10]3=[O:17])=[CH:3][C:2]=2[F:1])[CH:21]=1, predict the reactants needed to synthesize it. The reactants are: [F:1][C:2]1[CH:3]=[C:4]([N:9]2[CH2:13][C@H:12]([C:14]([NH2:16])=[O:15])[O:11][C:10]2=[O:17])[CH:5]=[CH:6][C:7]=1I.C[Sn](C)(C)[C:20]1[CH:21]=[N:22][CH:23]=[CH:24][CH:25]=1.C1([As](C2C=CC=CC=2)C2C=CC=CC=2)C=CC=CC=1.